The task is: Predict the product of the given reaction.. This data is from Forward reaction prediction with 1.9M reactions from USPTO patents (1976-2016). (1) The product is: [NH2:14][C:4]1[N:3]=[C:2]([C:15]#[N:17])[C:7]([CH3:8])=[C:6]([C:9]2[O:10][CH:11]=[CH:12][CH:13]=2)[N:5]=1. Given the reactants Cl[C:2]1[C:7]([CH3:8])=[C:6]([C:9]2[O:10][CH:11]=[CH:12][CH:13]=2)[N:5]=[C:4]([NH2:14])[N:3]=1.[C:15](#[N:17])C, predict the reaction product. (2) Given the reactants Br[C:2]1[N:6]([CH:7]2[CH2:12][CH2:11][N:10]([C:13]([O:15][CH:16]([CH3:18])[CH3:17])=[O:14])[CH2:9][CH2:8]2)[N:5]=[CH:4][C:3]=1[CH2:19][O:20][C:21]1[CH:26]=[CH:25][C:24]([S:27]([CH3:30])(=[O:29])=[O:28])=[CH:23][C:22]=1[F:31].[Cu](C#N)[C:33]#[N:34].Cl.O, predict the reaction product. The product is: [C:33]([C:2]1[N:6]([CH:7]2[CH2:12][CH2:11][N:10]([C:13]([O:15][CH:16]([CH3:18])[CH3:17])=[O:14])[CH2:9][CH2:8]2)[N:5]=[CH:4][C:3]=1[CH2:19][O:20][C:21]1[CH:26]=[CH:25][C:24]([S:27]([CH3:30])(=[O:29])=[O:28])=[CH:23][C:22]=1[F:31])#[N:34]. (3) The product is: [F:1][C:2]1[CH:3]=[CH:4][C:5]([O:39][CH3:40])=[C:6]([C:8]2[CH:13]=[CH:12][N:11]=[C:10]3[NH:14][C:15]([C:17]4[CH2:18][CH2:19][N:20]([CH:23]5[CH2:27][NH:26][C@H:25]([C:35]([O:37][CH3:38])=[O:36])[CH2:24]5)[CH2:21][CH:22]=4)=[CH:16][C:9]=23)[CH:7]=1.[ClH:48]. Given the reactants [F:1][C:2]1[CH:3]=[CH:4][C:5]([O:39][CH3:40])=[C:6]([C:8]2[CH:13]=[CH:12][N:11]=[C:10]3[NH:14][C:15]([C:17]4[CH2:18][CH2:19][N:20]([CH:23]5[CH2:27][N:26](C(OC(C)(C)C)=O)[C@H:25]([C:35]([O:37][CH3:38])=[O:36])[CH2:24]5)[CH2:21][CH:22]=4)=[CH:16][C:9]=23)[CH:7]=1.FC(F)(F)C(O)=O.[Cl:48]CCl, predict the reaction product. (4) Given the reactants [C:1]([O:5][C:6]([N:8]([CH3:32])[CH2:9][CH:10]([C:14]1[CH:19]=[CH:18][C:17]([CH2:20][O:21][Si:22]([CH:29]([CH3:31])[CH3:30])([CH:26]([CH3:28])[CH3:27])[CH:23]([CH3:25])[CH3:24])=[CH:16][CH:15]=1)[C:11]([OH:13])=O)=[O:7])([CH3:4])([CH3:3])[CH3:2].C(Cl)CCl.[NH2:37][C:38]1[CH:39]=[C:40]2[C:45](=[CH:46][CH:47]=1)[CH:44]=[N:43][CH:42]=[CH:41]2, predict the reaction product. The product is: [CH:44]1[C:45]2[C:40](=[CH:39][C:38]([NH:37][C:11](=[O:13])[CH:10]([C:14]3[CH:15]=[CH:16][C:17]([CH2:20][O:21][Si:22]([CH:26]([CH3:28])[CH3:27])([CH:23]([CH3:25])[CH3:24])[CH:29]([CH3:30])[CH3:31])=[CH:18][CH:19]=3)[CH2:9][N:8]([CH3:32])[C:6](=[O:7])[O:5][C:1]([CH3:3])([CH3:4])[CH3:2])=[CH:47][CH:46]=2)[CH:41]=[CH:42][N:43]=1. (5) Given the reactants [CH2:1]([C:8]1[C:9](Cl)=[N:10][C:11]2[C:16]([CH:17]=1)=[CH:15][C:14]([N+:18]([O-:20])=[O:19])=[CH:13][CH:12]=2)[C:2]1[CH:7]=[CH:6][CH:5]=[CH:4][CH:3]=1.[F:22][C:23]1[CH:24]=[CH:25][C:26]([OH:32])=[C:27]([C:29](=[O:31])[CH3:30])[CH:28]=1.C(=O)([O-])[O-].[K+].[K+], predict the reaction product. The product is: [CH2:1]([C:8]1[C:9]([O:32][C:26]2[CH:25]=[CH:24][C:23]([F:22])=[CH:28][C:27]=2[C:29](=[O:31])[CH3:30])=[N:10][C:11]2[C:16]([CH:17]=1)=[CH:15][C:14]([N+:18]([O-:20])=[O:19])=[CH:13][CH:12]=2)[C:2]1[CH:7]=[CH:6][CH:5]=[CH:4][CH:3]=1.